From a dataset of Full USPTO retrosynthesis dataset with 1.9M reactions from patents (1976-2016). Predict the reactants needed to synthesize the given product. (1) Given the product [CH:1]([C:2]1[C:7]([N+:8]([O-:10])=[O:9])=[CH:6][CH:5]=[CH:4][N:3]=1)=[O:12], predict the reactants needed to synthesize it. The reactants are: [CH3:1][C:2]1[C:7]([N+:8]([O-:10])=[O:9])=[CH:6][CH:5]=[CH:4][N:3]=1.[Se](=O)=[O:12]. (2) Given the product [CH3:1][C:2]1[C:3]([N:24]2[CH2:29][CH2:28][CH2:27][C@H:26]([NH2:30])[CH2:25]2)=[N:4][C:5]([N:8]2[C:16]3[CH:15]=[C:14]([C:17]4[CH:22]=[N:21][CH:20]=[C:19]([CH3:23])[N:18]=4)[N:13]=[CH:12][C:11]=3[CH:10]=[N:9]2)=[CH:6][N:7]=1, predict the reactants needed to synthesize it. The reactants are: [CH3:1][C:2]1[C:3]([N:24]2[CH2:29][CH2:28][CH2:27][C@H:26]([NH:30]C(=O)OC(C)(C)C)[CH2:25]2)=[N:4][C:5]([N:8]2[C:16]3[CH:15]=[C:14]([C:17]4[CH:22]=[N:21][CH:20]=[C:19]([CH3:23])[N:18]=4)[N:13]=[CH:12][C:11]=3[CH:10]=[N:9]2)=[CH:6][N:7]=1.O1CCOCC1.